From a dataset of Drug-target binding data from BindingDB using Ki measurements. Regression. Given a target protein amino acid sequence and a drug SMILES string, predict the binding affinity score between them. We predict pKi (pKi = -log10(Ki in M); higher means stronger inhibition). Dataset: bindingdb_ki. (1) The compound is COc1ccc(N2CCN(C(=O)c3cc4c(s3)-c3ccccc3S(=O)(=O)C4)CC2)cc1. The target protein sequence is MCGNNMSTPLPAIVPAARKATAAVIFLHGLGDTGHGWAEAFAGIRSSHIKYICPHAPVRPVTLNMNVAMPSWFDLIGLSPDAQEDESGIKQAAENIKALIDQEVKNGIPSNRIILGGFSQGGALSLYTALTTQQKLAGVTALSCWLPLRASFPQGPIGGANRDISILQCHGDCDPLVPLMFGSLTVEKLKTLVNPANVTFKTYEGMMHSSCQQEMMDVKQFIDKLLPPID. The pKi is 6.5. (2) The drug is CC(/C=C/C1=C(c2cc(C(C)C)cc(C(C)C)c2OCCCF)CCC1)=C\C(=O)O. The target protein sequence is MLALPLPPPGAGHCGGRRGNGLRVLGVLAPSFSPSRVAMYDCMESFVPGPRRLYGAAGPGAGLLRRATGSSCFAGLESFAWAQPASLQSVETQSTSSEEMVPSSPSPPPPPRVYKPCFVCNDKSSGYHYGVSSCEGCKGFFRRSIQKNMVYTCHRDKNCIINKVTRNRCQYCRLQKCFEVGMSKEAVRNDRNKKKKEVKEEGPPDNYELSPQLEELITKVSKAHQETFPSLCQLGKYTTNSSADHRVQLDLGLWDKFSELATKCIIKIVEFAKRLPGFTGLSIADQITLLKAACLDILMLRICTRYTPEQDTMTFSDGLTLNRTQMHNAGFGPLTDLVFAFAGQLLPLEMDDTETGLLSAICLICGDRMDLEEPEKVDKLQEPLLEALRLYARRRRPSQPYMFPRMLMKITDLRGISTKGAERAITLKMEIPGPMPPLIREMLENPEMFEDDSSKPGPHPKASSEDEAPGSQGKRGQSPQPDQGP. The pKi is 5.7.